Task: Predict the product of the given reaction.. Dataset: Forward reaction prediction with 1.9M reactions from USPTO patents (1976-2016) The product is: [C:17]([N:19]([CH2:7][CH2:6][C@H:2]([OH:1])[C:3]([OH:5])=[O:4])[C:20]([NH2:32])=[N:21][C:22]([O:24][CH2:25][C:26]1[CH:27]=[CH:28][CH:29]=[CH:30][CH:31]=1)=[O:23])([O:16][CH2:9][C:10]1[CH:11]=[CH:12][CH:13]=[CH:14][CH:15]=1)=[O:18]. Given the reactants [OH:1][C@@H:2]([CH2:6][CH2:7]N)[C:3]([OH:5])=[O:4].[CH2:9]([O:16][C:17]([NH:19][C:20]([N:32]1C=CC=N1)=[N:21][C:22]([O:24][CH2:25][C:26]1[CH:31]=[CH:30][CH:29]=[CH:28][CH:27]=1)=[O:23])=[O:18])[C:10]1[CH:15]=[CH:14][CH:13]=[CH:12][CH:11]=1.CCN(C(C)C)C(C)C, predict the reaction product.